This data is from Full USPTO retrosynthesis dataset with 1.9M reactions from patents (1976-2016). The task is: Predict the reactants needed to synthesize the given product. (1) The reactants are: [CH3:1][O:2][C:3]([C:5]1[CH:6]=[C:7]2[C:11](=[CH:12][CH:13]=1)[CH2:10][CH2:9][C@H:8]2[NH2:14])=[O:4].[F:15][C:16]([F:27])([F:26])[C:17](O[C:17](=[O:18])[C:16]([F:27])([F:26])[F:15])=[O:18]. Given the product [F:15][C:16]([F:27])([F:26])[C:17]([NH:14][C@H:8]1[C:7]2[C:11](=[CH:12][CH:13]=[C:5]([C:3]([O:2][CH3:1])=[O:4])[CH:6]=2)[CH2:10][CH2:9]1)=[O:18], predict the reactants needed to synthesize it. (2) Given the product [CH:1]1([C:6]2[CH:11]=[C:10]([C:12]3[O:16][N:15]=[C:14]([C:17]4[CH:22]=[C:21]([CH3:23])[C:20]([O:24][CH2:36][CH2:37][OH:38])=[C:19]([CH2:25][CH3:26])[CH:18]=4)[N:13]=3)[CH:9]=[C:8]([O:27][CH3:28])[N:7]=2)[CH2:2][CH2:3][CH2:4][CH2:5]1, predict the reactants needed to synthesize it. The reactants are: [CH:1]1([C:6]2[CH:11]=[C:10]([C:12]3[O:16][N:15]=[C:14]([C:17]4[CH:22]=[C:21]([CH3:23])[C:20]([OH:24])=[C:19]([CH2:25][CH3:26])[CH:18]=4)[N:13]=3)[CH:9]=[C:8]([O:27][CH3:28])[N:7]=2)[CH2:5][CH2:4][CH2:3][CH2:2]1.C([O-])([O-])=O.[Cs+].[Cs+].Br[CH2:36][CH2:37][OH:38]. (3) Given the product [C:20]([C@@H:19]([NH:18][C:15]([C:7]1[CH:6]=[CH:5][C:4]([CH:1]2[CH2:2][CH2:3]2)=[C:9]([O:10][CH2:11][CH:12]2[CH2:13][CH2:14]2)[N:8]=1)=[O:17])[CH2:23][CH:24]1[CH2:26][CH2:25]1)(=[O:21])[NH2:22], predict the reactants needed to synthesize it. The reactants are: [CH:1]1([C:4]2[CH:5]=[CH:6][C:7]([C:15]([OH:17])=O)=[N:8][C:9]=2[O:10][CH2:11][CH:12]2[CH2:14][CH2:13]2)[CH2:3][CH2:2]1.[NH2:18][C@@H:19]([CH2:23][CH:24]1[CH2:26][CH2:25]1)[C:20]([NH2:22])=[O:21]. (4) Given the product [CH3:1][O:2][C:3](=[O:13])[C:4]1[CH:9]=[C:8]([Cl:10])[C:7]([NH:11][C:17](=[O:20])[CH:18]=[CH2:19])=[CH:6][C:5]=1[OH:12], predict the reactants needed to synthesize it. The reactants are: [CH3:1][O:2][C:3](=[O:13])[C:4]1[CH:9]=[C:8]([Cl:10])[C:7]([NH2:11])=[CH:6][C:5]=1[OH:12].C(Cl)Cl.[C:17](Cl)(=[O:20])[CH:18]=[CH2:19].